Dataset: Full USPTO retrosynthesis dataset with 1.9M reactions from patents (1976-2016). Task: Predict the reactants needed to synthesize the given product. (1) Given the product [F:1][C:2]1[C:7]2[N:8]=[N:9][S:10][C:6]=2[CH:5]=[C:4]([C:11]([O:13][CH3:14])=[O:12])[C:3]=1[NH:15][C:16]1[CH:21]=[CH:20][C:19]([I:30])=[CH:18][C:17]=1[F:22], predict the reactants needed to synthesize it. The reactants are: [F:1][C:2]1[C:7]2[N:8]=[N:9][S:10][C:6]=2[CH:5]=[C:4]([C:11]([O:13][CH3:14])=[O:12])[C:3]=1[NH:15][C:16]1[CH:21]=[CH:20][CH:19]=[CH:18][C:17]=1[F:22].C1C(=O)N([I:30])C(=O)C1. (2) Given the product [C:19]([O:11][C:6]1([CH:2]2[CH2:3][CH2:4][CH2:5][O:1]2)[CH2:7][CH2:8][CH2:9][CH2:10]1)(=[O:22])[CH:20]=[CH2:21], predict the reactants needed to synthesize it. The reactants are: [O:1]1[CH2:5][CH2:4][CH2:3][CH:2]1[C:6]1([OH:11])[CH2:10][CH2:9][CH2:8][CH2:7]1.C(N(CC)CC)C.[C:19](Cl)(=[O:22])[CH:20]=[CH2:21].O. (3) Given the product [C:1]([N:8]([CH2:65][CH2:34][CH2:35][O:36][C@@H:37]1[C@:41]([C:43]([CH3:44])([CH3:45])[CH3:46])([OH:42])[C@@H:40]([C:47](=[SiH2:53])[O:48][C:49]([CH3:50])([CH3:51])[CH3:52])[O:39][C@H:38]1[N:54]1[C:64]2[N:63]=[C:61]([NH2:62])[NH:60][C:58](=[O:59])[C:57]=2[N:56]=[CH:55]1)[C:9]([NH2:10])=[N:18][C:19]([O:21][C:22]([CH3:25])([CH3:24])[CH3:23])=[O:20])([O:3][C:4]([CH3:7])([CH3:6])[CH3:5])=[O:2], predict the reactants needed to synthesize it. The reactants are: [C:1]([NH:8][C:9]([NH:18][C:19]([O:21][C:22]([CH3:25])([CH3:24])[CH3:23])=[O:20])=[N:10]S(C(F)(F)F)(=O)=O)([O:3][C:4]([CH3:7])([CH3:6])[CH3:5])=[O:2].C(N(CC)CC)C.N[CH:34]([CH3:65])[CH2:35][O:36][C@@H:37]1[C@:41]([C:43]([CH3:46])([CH3:45])[CH3:44])([OH:42])[C@@H:40]([C:47](=[SiH2:53])[O:48][C:49]([CH3:52])([CH3:51])[CH3:50])[O:39][C@H:38]1[N:54]1[C:64]2[N:63]=[C:61]([NH2:62])[NH:60][C:58](=[O:59])[C:57]=2[N:56]=[CH:55]1. (4) Given the product [C:21]([O:25][C:26](=[O:43])[CH2:27][C:28]1[C:29]([CH3:42])=[N:30][N:31]([CH2:34][C:35]2[CH:36]=[CH:37][C:38]([NH:41][C:11]([C:8]3[O:9][C:10]4[C:2]([Cl:1])=[CH:3][CH:4]=[CH:5][C:6]=4[C:7]=3[CH3:14])=[O:13])=[CH:39][CH:40]=2)[C:32]=1[CH3:33])([CH3:24])([CH3:23])[CH3:22], predict the reactants needed to synthesize it. The reactants are: [Cl:1][C:2]1[C:10]2[O:9][C:8]([C:11]([OH:13])=O)=[C:7]([CH3:14])[C:6]=2[CH:5]=[CH:4][CH:3]=1.C(Cl)(=O)C(Cl)=O.[C:21]([O:25][C:26](=[O:43])[CH2:27][C:28]1[C:29]([CH3:42])=[N:30][N:31]([CH2:34][C:35]2[CH:40]=[CH:39][C:38]([NH2:41])=[CH:37][CH:36]=2)[C:32]=1[CH3:33])([CH3:24])([CH3:23])[CH3:22].C1(C)C(S([O-])(=O)=O)=CC=CC=1.C(N(C(C)C)CC)(C)C.